From a dataset of Catalyst prediction with 721,799 reactions and 888 catalyst types from USPTO. Predict which catalyst facilitates the given reaction. (1) Reactant: F[C:2]1[CH:3]=[C:4]([CH:8]=[CH:9][C:10]=1[N+]([O-])=O)[C:5](O)=[O:6].O[N:15]1C2C=CC=CC=2N=N1.CN(C=O)C.C(N=C=NC(C)C)(C)C. Product: [C:5]([NH2:15])(=[O:6])[C:4]1[CH:8]=[CH:9][CH:10]=[CH:2][CH:3]=1. The catalyst class is: 2. (2) Reactant: [F:1][C:2]1[CH:3]=[C:4]([CH:49]=[CH:50][CH:51]=1)[CH2:5][N:6]1[CH:10]=[C:9]([C:11]2[C:19]3[C:14](=[N:15][CH:16]=[C:17]([C:20]4[N:25]=[CH:24][C:23]([N:26]5[CH2:31][CH2:30][N:29](C(OC(C)(C)C)=O)[CH2:28][CH2:27]5)=[CH:22][CH:21]=4)[CH:18]=3)[N:13]([S:39]([C:42]3[CH:48]=[CH:47][C:45]([CH3:46])=[CH:44][CH:43]=3)(=[O:41])=[O:40])[CH:12]=2)[CH:8]=[N:7]1. Product: [F:1][C:2]1[CH:3]=[C:4]([CH:49]=[CH:50][CH:51]=1)[CH2:5][N:6]1[CH:10]=[C:9]([C:11]2[C:19]3[C:14](=[N:15][CH:16]=[C:17]([C:20]4[CH:21]=[CH:22][C:23]([N:26]5[CH2:27][CH2:28][NH:29][CH2:30][CH2:31]5)=[CH:24][N:25]=4)[CH:18]=3)[N:13]([S:39]([C:42]3[CH:48]=[CH:47][C:45]([CH3:46])=[CH:44][CH:43]=3)(=[O:41])=[O:40])[CH:12]=2)[CH:8]=[N:7]1. The catalyst class is: 137. (3) Reactant: [OH:1][C:2]1[CH:15]=[CH:14][C:5]([O:6][CH:7]([CH2:12][CH3:13])[C:8]([NH:10][CH3:11])=[O:9])=[CH:4][CH:3]=1.[F:16][C:17]1[CH:18]=[C:19]([CH:22]=[CH:23][CH:24]=1)[CH2:20]Br.C(=O)([O-])[O-].[K+].[K+]. Product: [F:16][C:17]1[CH:18]=[C:19]([CH:22]=[CH:23][CH:24]=1)[CH2:20][O:1][C:2]1[CH:3]=[CH:4][C:5]([O:6][CH:7]([CH2:12][CH3:13])[C:8]([NH:10][CH3:11])=[O:9])=[CH:14][CH:15]=1. The catalyst class is: 131. (4) Reactant: [N+:1]([C:4]1[CH:8]=[CH:7][NH:6][N:5]=1)([O-:3])=[O:2].[H-].[Na+].[CH2:11](Br)[C:12]1[CH:17]=[CH:16][CH:15]=[CH:14][CH:13]=1. Product: [CH2:11]([N:6]1[CH:7]=[CH:8][C:4]([N+:1]([O-:3])=[O:2])=[N:5]1)[C:12]1[CH:17]=[CH:16][CH:15]=[CH:14][CH:13]=1. The catalyst class is: 9.